Task: Predict the reactants needed to synthesize the given product.. Dataset: Full USPTO retrosynthesis dataset with 1.9M reactions from patents (1976-2016) (1) The reactants are: [F:1][C:2]1[N:7]=[C:6](B(O)O)[CH:5]=[CH:4][CH:3]=1.Cl[C:12]1[C:21]([N:22]([CH:24]([CH3:26])[CH3:25])[CH3:23])=[N:20][C:19]2[C:14](=[CH:15][CH:16]=[C:17]([C:27]([O:29][CH3:30])=[O:28])[CH:18]=2)[N:13]=1.[O-]P([O-])([O-])=O.[K+].[K+].[K+]. Given the product [F:1][C:2]1[N:7]=[C:6]([C:12]2[C:21]([N:22]([CH:24]([CH3:26])[CH3:25])[CH3:23])=[N:20][C:19]3[C:14](=[CH:15][CH:16]=[C:17]([C:27]([O:29][CH3:30])=[O:28])[CH:18]=3)[N:13]=2)[CH:5]=[CH:4][CH:3]=1, predict the reactants needed to synthesize it. (2) Given the product [NH2:6][C:5]1[CH:7]=[CH:8][C:2]([CH:15]=[CH:16][C:17]([O:19][CH2:20][CH3:21])=[O:18])=[C:3]([Cl:9])[CH:4]=1, predict the reactants needed to synthesize it. The reactants are: Br[C:2]1[CH:8]=[CH:7][C:5]([NH2:6])=[CH:4][C:3]=1[Cl:9].NC1C=CC([CH:15]=[CH:16][C:17]([O:19][CH2:20][CH3:21])=[O:18])=C(F)C=1. (3) Given the product [Cl:1][C:2]1[CH:10]=[CH:9][C:8]([NH:11][C:12]([CH:14]2[CH2:15][CH2:16]2)=[O:13])=[C:7]2[C:3]=1[CH2:4][N:5]([C@@H:18]([C:23]1[CH:28]=[CH:27][C:26]([O:29][CH3:30])=[C:25]([O:31][CH2:32][CH3:33])[CH:24]=1)[CH2:19][C:20](=[O:21])[NH:47][OH:48])[C:6]2=[O:17], predict the reactants needed to synthesize it. The reactants are: [Cl:1][C:2]1[CH:10]=[CH:9][C:8]([NH:11][C:12]([CH:14]2[CH2:16][CH2:15]2)=[O:13])=[C:7]2[C:3]=1[CH2:4][N:5]([C@@H:18]([C:23]1[CH:28]=[CH:27][C:26]([O:29][CH3:30])=[C:25]([O:31][CH2:32][CH3:33])[CH:24]=1)[CH2:19][C:20](O)=[O:21])[C:6]2=[O:17].C(N1C=CN=C1)(N1C=CN=C1)=O.Cl.[NH2:47][OH:48].O. (4) The reactants are: N1[CH:5]=[CH:4][N:3]=[N:2]1.[H-].[Na+].ClCC1[CH:23]=[CH:22][C:13]([O:14][C:15]2[CH:20]=[CH:19][CH:18]=[C:17]([F:21])[N:16]=2)=[C:12]([O:24][CH3:25])[CH:11]=1.[CH3:26][N:27](C=O)[CH3:28]. Given the product [F:21][C:17]1[CH:18]=[CH:19][CH:20]=[C:15]([O:14][C:13]2[CH:22]=[CH:23][C:5]([CH2:4][N:3]3[CH:28]=[N:27][CH:26]=[N:2]3)=[CH:11][C:12]=2[O:24][CH3:25])[N:16]=1, predict the reactants needed to synthesize it. (5) Given the product [CH2:1]([C:5]1[S:6][C:7]([C:20]([NH:19][C:15]([CH3:18])([CH3:17])[CH3:16])=[O:21])=[CH:8][CH:9]=1)[CH:2]([CH3:4])[CH3:3], predict the reactants needed to synthesize it. The reactants are: [CH2:1]([C:5]1[S:6][CH:7]=[CH:8][CH:9]=1)[CH:2]([CH3:4])[CH3:3].[Li]CCCC.[C:15]([N:19]=[C:20]=[O:21])([CH3:18])([CH3:17])[CH3:16]. (6) Given the product [OH:69][C@@H:67]([C@H:66]1[C:65](=[O:70])[N:50]2[C:51]([C:52]([O:54][CH2:55][C:56]3[CH:61]=[CH:60][C:59]([N+:62]([O-:64])=[O:63])=[CH:58][CH:57]=3)=[O:53])=[C:47]([C:45]3[S:44][C:43]4=[C:39]([S:38][CH2:37][CH2:36][OH:35])[N:40]=[CH:41][N:42]4[CH:46]=3)[C@H:48]([CH3:71])[C@H:49]12)[CH3:68], predict the reactants needed to synthesize it. The reactants are: C(O)(=O)C.[F-].C([N+](CCCC)(CCCC)CCCC)CCC.C1COCC1.[Si]([O:35][CH2:36][CH2:37][S:38][C:39]1[N:40]=[CH:41][N:42]2[CH:46]=[C:45]([C:47]3[C@H:48]([CH3:71])[C@@H:49]4[C@@H:66]([C@H:67]([OH:69])[CH3:68])[C:65](=[O:70])[N:50]4[C:51]=3[C:52]([O:54][CH2:55][C:56]3[CH:61]=[CH:60][C:59]([N+:62]([O-:64])=[O:63])=[CH:58][CH:57]=3)=[O:53])[S:44][C:43]=12)(C(C)(C)C)(C)C.C(=O)([O-])O.[Na+]. (7) Given the product [C:2]1([S:8]([C:11]2[CH:16]=[CH:15][C:14]([N:17]3[S:21](=[O:23])(=[O:22])[NH:20][C:19](=[O:24])[CH2:18]3)=[C:13]([OH:25])[CH:12]=2)(=[O:9])=[O:10])[CH:3]=[CH:4][CH:5]=[CH:6][CH:7]=1, predict the reactants needed to synthesize it. The reactants are: [K].[C:2]1([S:8]([C:11]2[CH:16]=[CH:15][C:14]([N:17]3[S:21](=[O:23])(=[O:22])[NH:20][C:19](=[O:24])[CH2:18]3)=[C:13]([O:25]CC3C=CC=CC=3)[CH:12]=2)(=[O:10])=[O:9])[CH:7]=[CH:6][CH:5]=[CH:4][CH:3]=1.B(Br)(Br)Br.